This data is from Full USPTO retrosynthesis dataset with 1.9M reactions from patents (1976-2016). The task is: Predict the reactants needed to synthesize the given product. (1) Given the product [F:1][C:2]1([F:48])[CH2:7][CH2:6][CH:5]([C:8]2[C:17]3[CH:16]([OH:18])[CH2:15][C:14]([CH3:29])([CH3:28])[CH2:13][C:12]=3[N:11]=[C:10]([CH:30]3[CH2:35][CH2:34][N:33]([C:50]4[N:55]=[CH:54][C:53]([O:56][CH3:57])=[CH:52][N:51]=4)[CH2:32][CH2:31]3)[C:9]=2[CH:36]([F:47])[C:37]2[CH:42]=[CH:41][C:40]([C:43]([F:46])([F:45])[F:44])=[CH:39][CH:38]=2)[CH2:4][CH2:3]1, predict the reactants needed to synthesize it. The reactants are: [F:1][C:2]1([F:48])[CH2:7][CH2:6][CH:5]([C:8]2[C:17]3[CH:16]([O:18]CC4C=CC(OC)=CC=4)[CH2:15][C:14]([CH3:29])([CH3:28])[CH2:13][C:12]=3[N:11]=[C:10]([CH:30]3[CH2:35][CH2:34][NH:33][CH2:32][CH2:31]3)[C:9]=2[CH:36]([F:47])[C:37]2[CH:42]=[CH:41][C:40]([C:43]([F:46])([F:45])[F:44])=[CH:39][CH:38]=2)[CH2:4][CH2:3]1.Cl[C:50]1[N:55]=[CH:54][C:53]([O:56][CH3:57])=[CH:52][N:51]=1.Cl.C(=O)([O-])O.[Na+]. (2) Given the product [CH:1]([CH:3]([C:6]#[C:7][C:8]1[CH:13]=[CH:12][CH:11]=[CH:10][CH:9]=1)[CH2:4][NH:5][C:15]1[C:24]2[C:19](=[CH:20][CH:21]=[CH:22][CH:23]=2)[N:18]=[CH:17][N:16]=1)=[CH2:2], predict the reactants needed to synthesize it. The reactants are: [CH:1]([CH:3]([C:6]#[C:7][C:8]1[CH:13]=[CH:12][CH:11]=[CH:10][CH:9]=1)[CH2:4][NH2:5])=[CH2:2].Cl[C:15]1[C:24]2[C:19](=[CH:20][CH:21]=[CH:22][CH:23]=2)[N:18]=[CH:17][N:16]=1.C(N(CC)CC)C.CN(C=O)C. (3) Given the product [Br:27][C:14]1[C:15](=[O:18])[CH2:16][CH2:17][C:5]2([CH2:1][CH2:2][CH2:3][CH3:4])[C:13]=1[C:12]1[C:7](=[C:8]([Cl:21])[C:9]([O:19][CH3:20])=[CH:10][CH:11]=1)[CH2:6]2, predict the reactants needed to synthesize it. The reactants are: [CH2:1]([C:5]12[CH2:17][CH2:16][C:15](=[O:18])[CH:14]=[C:13]1[C:12]1[C:7](=[C:8]([Cl:21])[C:9]([O:19][CH3:20])=[CH:10][CH:11]=1)[CH2:6]2)[CH2:2][CH2:3][CH3:4].C(=O)(O)[O-].[Na+].[Br:27]Br. (4) The reactants are: [Cl:1][C:2]1[CH:3]=[C:4]([C:10]2[CH:14]=[CH:13][N:12]([CH2:15][C@@H:16]([NH:18][C:19]([C:21]3[N:22]=[C:23]4[CH2:28][NH:27][CH2:26][CH2:25][N:24]4[CH:29]=3)=[O:20])[CH3:17])[N:11]=2)[CH:5]=[CH:6][C:7]=1[C:8]#[N:9].[CH2:30](N(CC)CC)C.C=O.O.C([BH3-])#N.[Na+]. Given the product [Cl:1][C:2]1[CH:3]=[C:4]([C:10]2[CH:14]=[CH:13][N:12]([CH2:15][C@@H:16]([NH:18][C:19]([C:21]3[N:22]=[C:23]4[CH2:28][N:27]([CH3:30])[CH2:26][CH2:25][N:24]4[CH:29]=3)=[O:20])[CH3:17])[N:11]=2)[CH:5]=[CH:6][C:7]=1[C:8]#[N:9], predict the reactants needed to synthesize it. (5) Given the product [F:1][C:2]1[CH:3]=[C:4]([C:8]2[C:23]([I:31])=[C:11]3[CH2:12][N:13]([C:16]([O:18][C:19]([CH3:20])([CH3:22])[CH3:21])=[O:17])[CH2:14][CH2:15][N:10]3[N:9]=2)[CH:5]=[CH:6][CH:7]=1, predict the reactants needed to synthesize it. The reactants are: [F:1][C:2]1[CH:3]=[C:4]([C:8]2[CH:23]=[C:11]3[CH2:12][N:13]([C:16]([O:18][C:19]([CH3:22])([CH3:21])[CH3:20])=[O:17])[CH2:14][CH2:15][N:10]3[N:9]=2)[CH:5]=[CH:6][CH:7]=1.C1C(=O)N([I:31])C(=O)C1. (6) Given the product [CH3:33][C:29]([CH3:34])([CH2:28][C:8]1[N:7]([CH2:6][C:5]2[CH:35]=[CH:36][C:2]([B:37]3[O:41][C:40]([CH3:43])([CH3:42])[C:39]([CH3:45])([CH3:44])[O:38]3)=[CH:3][CH:4]=2)[C:11]2[CH:12]=[CH:13][C:14]([O:16][CH2:17][C:18]3[CH:27]=[CH:26][C:25]4[C:20](=[CH:21][CH:22]=[CH:23][CH:24]=4)[N:19]=3)=[CH:15][C:10]=2[N:9]=1)[C:30]([OH:32])=[O:31], predict the reactants needed to synthesize it. The reactants are: Br[C:2]1[CH:36]=[CH:35][C:5]([CH2:6][N:7]2[C:11]3[CH:12]=[CH:13][C:14]([O:16][CH2:17][C:18]4[CH:27]=[CH:26][C:25]5[C:20](=[CH:21][CH:22]=[CH:23][CH:24]=5)[N:19]=4)=[CH:15][C:10]=3[N:9]=[C:8]2[CH2:28][C:29]([CH3:34])([CH3:33])[C:30]([OH:32])=[O:31])=[CH:4][CH:3]=1.[B:37]1([B:37]2[O:41][C:40]([CH3:43])([CH3:42])[C:39]([CH3:45])([CH3:44])[O:38]2)[O:41][C:40]([CH3:43])([CH3:42])[C:39]([CH3:45])([CH3:44])[O:38]1.CC([O-])=O.[K+].